Regression/Classification. Given a drug SMILES string, predict its absorption, distribution, metabolism, or excretion properties. Task type varies by dataset: regression for continuous measurements (e.g., permeability, clearance, half-life) or binary classification for categorical outcomes (e.g., BBB penetration, CYP inhibition). Dataset: cyp2d6_veith. From a dataset of CYP2D6 inhibition data for predicting drug metabolism from PubChem BioAssay. (1) The molecule is CN1CCN(c2ncc3nc(CCc4ccccc4)c(=O)n(C)c3n2)CC1. The result is 0 (non-inhibitor). (2) The drug is COc1ccc(CC(=O)Nc2ccc(-c3nnc(-c4ccccc4)o3)cc2)cc1. The result is 0 (non-inhibitor). (3) The drug is COc1ccc(C(=O)/C=C(/C)N(C)C)cc1. The result is 0 (non-inhibitor). (4) The molecule is O=C(c1ccc2c(c1)OCO2)N1CCCCC1. The result is 1 (inhibitor). (5) The drug is CC(=O)OCC1=C(C(=O)O)N2C(=O)[C@@H](N)[C@@H]2SC1. The result is 0 (non-inhibitor).